From a dataset of Reaction yield outcomes from USPTO patents with 853,638 reactions. Predict the reaction yield, written as a fraction of the theoretical maximum amount of product (1.0 means a 100% yield; for example, 0.34 means a 34% yield). (1) The reactants are C1C=CC(N([S:8]([C:11]([F:14])([F:13])[F:12])(=[O:10])=[O:9])[S:8]([C:11]([F:14])([F:13])[F:12])(=[O:10])=[O:9])=CC=1.C([O-])([O-])=O.[Cs+].[Cs+].[Br:28][C:29]1[C:38]2[C:33](=[CH:34][CH:35]=[CH:36][CH:37]=2)[C:32]([OH:39])=[C:31]([CH:40]([O:46][C:47]([CH3:50])([CH3:49])[CH3:48])[C:41]([O:43][CH2:44][CH3:45])=[O:42])[C:30]=1[CH3:51].OS([O-])(=O)=O.[Na+]. The catalyst is C1COCC1. The product is [Br:28][C:29]1[C:38]2[C:33](=[CH:34][CH:35]=[CH:36][CH:37]=2)[C:32]([O:39][S:8]([C:11]([F:14])([F:13])[F:12])(=[O:10])=[O:9])=[C:31]([CH:40]([O:46][C:47]([CH3:50])([CH3:49])[CH3:48])[C:41]([O:43][CH2:44][CH3:45])=[O:42])[C:30]=1[CH3:51]. The yield is 0.690. (2) The reactants are [Cl:1][C:2]1[C:3]([O:12][C:13]2[CH:18]=[C:17]([O:19][CH2:20][CH2:21][O:22][Si:23]([CH:30]([CH3:32])[CH3:31])([CH:27]([CH3:29])[CH3:28])[CH:24]([CH3:26])[CH3:25])[CH:16]=[CH:15][C:14]=2[CH2:33][CH2:34][C:35](OCC)=[O:36])=[N:4][CH:5]=[C:6]([C:8]([F:11])([F:10])[F:9])[CH:7]=1.[H-].C([Al+]CC(C)C)C(C)C. The catalyst is C(OCC)C.C1(C)C=CC=CC=1.[Cl-].[Na+].O. The product is [Cl:1][C:2]1[C:3]([O:12][C:13]2[CH:18]=[C:17]([O:19][CH2:20][CH2:21][O:22][Si:23]([CH:24]([CH3:26])[CH3:25])([CH:30]([CH3:31])[CH3:32])[CH:27]([CH3:29])[CH3:28])[CH:16]=[CH:15][C:14]=2[CH2:33][CH2:34][CH2:35][OH:36])=[N:4][CH:5]=[C:6]([C:8]([F:11])([F:9])[F:10])[CH:7]=1. The yield is 0.770. (3) The reactants are [N+:1]([C:4]1[CH:5]=[C:6]([CH:9]=[CH:10][CH:11]=1)[CH:7]=[O:8])([O-:3])=[O:2].[Br:12]N1C(=O)CCC1=O. The catalyst is FC(F)(F)C(O)=O.S(=O)(=O)(O)O. The product is [Br:12][C:10]1[CH:9]=[C:6]([CH:5]=[C:4]([N+:1]([O-:3])=[O:2])[CH:11]=1)[CH:7]=[O:8]. The yield is 0.700. (4) The reactants are Cl[C:2]1[C:7]([C:8]([F:11])([F:10])[F:9])=[CH:6][N:5]=[C:4]([NH:12][C:13]2[CH:18]=[CH:17][C:16]([CH:19]3[CH2:24][CH2:23][N:22]([C:25]([O:27][C:28]([CH3:31])([CH3:30])[CH3:29])=[O:26])[CH2:21][CH2:20]3)=[CH:15][CH:14]=2)[N:3]=1.[C:32]([C:34]1[C:35]([CH2:40][C:41]([O:43][CH2:44][CH3:45])=[O:42])=[N:36][CH:37]=[CH:38][N:39]=1)#[CH:33].C(N(CC)CC)C. The catalyst is Cl[Pd](Cl)([P](C1C=CC=CC=1)(C1C=CC=CC=1)C1C=CC=CC=1)[P](C1C=CC=CC=1)(C1C=CC=CC=1)C1C=CC=CC=1.[Cu]I.CN(C=O)C. The product is [CH2:44]([O:43][C:41](=[O:42])[CH2:40][C:35]1[C:34]([C:32]#[C:33][C:2]2[C:7]([C:8]([F:11])([F:10])[F:9])=[CH:6][N:5]=[C:4]([NH:12][C:13]3[CH:18]=[CH:17][C:16]([CH:19]4[CH2:24][CH2:23][N:22]([C:25]([O:27][C:28]([CH3:31])([CH3:30])[CH3:29])=[O:26])[CH2:21][CH2:20]4)=[CH:15][CH:14]=3)[N:3]=2)=[N:39][CH:38]=[CH:37][N:36]=1)[CH3:45]. The yield is 0.520. (5) The reactants are [F:1][C:2]([F:24])([F:23])[C:3]1[CH:4]=[C:5]([C:13]2[N:17]=[CH:16][N:15](/[CH:18]=[CH:19]\[C:20](O)=[O:21])[N:14]=2)[CH:6]=[C:7]([C:9]([F:12])([F:11])[F:10])[CH:8]=1.[O:25]1[CH2:30][CH2:29][N:28]([CH2:31][C:32]([NH:34][NH2:35])=[O:33])[CH2:27][CH2:26]1.C(P1(=O)OP(CCC)(=O)OP(CCC)(=O)O1)CC.CCN(C(C)C)C(C)C. The catalyst is C(Cl)Cl.CCOC(C)=O. The product is [F:24][C:2]([F:1])([F:23])[C:3]1[CH:4]=[C:5]([C:13]2[N:17]=[CH:16][N:15](/[CH:18]=[CH:19]\[C:20]([NH:35][NH:34][C:32](=[O:33])[CH2:31][N:28]3[CH2:29][CH2:30][O:25][CH2:26][CH2:27]3)=[O:21])[N:14]=2)[CH:6]=[C:7]([C:9]([F:12])([F:10])[F:11])[CH:8]=1. The yield is 0.140. (6) The reactants are [Br:1][C:2]1[CH:3]=[CH:4][C:5]([C:8]([C:10]2[C:11]([O:16][CH3:17])=[N:12][CH:13]=[N:14][CH:15]=2)=[O:9])=[N:6][CH:7]=1.[C:18]([Mg]Cl)([CH3:21])([CH3:20])[CH3:19]. The catalyst is C1COCC1.C(Cl)Cl. The product is [Br:1][C:2]1[CH:3]=[CH:4][C:5]([C:8]([C:10]2[C:11]([O:16][CH3:17])=[N:12][CH:13]=[N:14][CH:15]=2)([OH:9])[C:18]([CH3:21])([CH3:20])[CH3:19])=[N:6][CH:7]=1. The yield is 0.500. (7) The reactants are [CH3:1][C:2]1[N:11]=[C:10]([N:12]2[CH2:18][C:17]3[CH:19]=[C:20]([C:23]4[CH:29]=[CH:28][C:26]([NH2:27])=[C:25]([N+:30]([O-])=O)[CH:24]=4)[CH:21]=[CH:22][C:16]=3[O:15][CH2:14][CH2:13]2)[C:9]2[C:4](=[CH:5][CH:6]=[CH:7][CH:8]=2)[N:3]=1.[H][H]. The catalyst is C1COCC1.[Pd]. The product is [CH3:1][C:2]1[N:11]=[C:10]([N:12]2[CH2:18][C:17]3[CH:19]=[C:20]([C:23]4[CH:24]=[C:25]([NH2:30])[C:26]([NH2:27])=[CH:28][CH:29]=4)[CH:21]=[CH:22][C:16]=3[O:15][CH2:14][CH2:13]2)[C:9]2[C:4](=[CH:5][CH:6]=[CH:7][CH:8]=2)[N:3]=1. The yield is 0.940. (8) The reactants are [C:1]([C:3](=[CH:7][C:8]1[CH:13]=[CH:12][C:11]([OH:14])=[CH:10][CH:9]=1)[C:4](O)=[O:5])#[N:2].[CH3:15][N:16](C)CCCN=C=NCC.C1C=CC2N(O)N=NC=2C=1.Cl.CN. No catalyst specified. The product is [C:1](/[C:3](=[CH:7]\[C:8]1[CH:13]=[CH:12][C:11]([OH:14])=[CH:10][CH:9]=1)/[C:4]([NH:16][CH3:15])=[O:5])#[N:2]. The yield is 0.620.